From a dataset of Forward reaction prediction with 1.9M reactions from USPTO patents (1976-2016). Predict the product of the given reaction. Given the reactants [CH2:1]([O:8][C:9]1[CH:10]=[C:11]([CH:15]=[C:16]([O:19][CH3:20])[C:17]=1[Br:18])[C:12]([OH:14])=O)[C:2]1[CH:7]=[CH:6][CH:5]=[CH:4][CH:3]=1.C(Cl)(=O)C(Cl)=O.[CH2:27]([NH2:30])[C:28]#[CH:29].C(N(CC)CC)C, predict the reaction product. The product is: [CH2:1]([O:8][C:9]1[CH:10]=[C:11]([CH:15]=[C:16]([O:19][CH3:20])[C:17]=1[Br:18])[C:12]([NH:30][CH2:27][C:28]#[CH:29])=[O:14])[C:2]1[CH:3]=[CH:4][CH:5]=[CH:6][CH:7]=1.